From a dataset of Full USPTO retrosynthesis dataset with 1.9M reactions from patents (1976-2016). Predict the reactants needed to synthesize the given product. (1) Given the product [F:55][C:56]1[CH:61]=[CH:60][C:59]2[NH:62][C:12]([CH:11]([NH:10][C:8](=[O:9])[O:7][C:3]([CH3:6])([CH3:5])[CH3:4])[CH2:15][C:16]3[CH:21]=[CH:20][C:19]([O:22][CH3:23])=[C:18]([F:24])[CH:17]=3)=[N:63][C:58]=2[CH:57]=1, predict the reactants needed to synthesize it. The reactants are: N#N.[C:3]([O:7][C:8]([NH:10][CH:11]([CH2:15][C:16]1[CH:21]=[CH:20][C:19]([O:22][CH3:23])=[C:18]([F:24])[CH:17]=1)[C:12](O)=O)=[O:9])([CH3:6])([CH3:5])[CH3:4].C(N1CCOCC1)C.CN(C(ON1N=NC2C=CC=CC1=2)=[N+](C)C)C.[B-](F)(F)(F)F.[F:55][C:56]1[CH:57]=[C:58]([NH2:63])[C:59]([NH2:62])=[CH:60][CH:61]=1. (2) Given the product [Br:1][CH2:2][C:3]([N:19]1[CH:18]([C:26]([O:28][CH3:29])=[O:27])[CH2:17][C:16]2[C:21](=[CH:22][CH:23]=[C:14]([O:13][Si:6]([C:9]([CH3:12])([CH3:11])[CH3:10])([CH3:8])[CH3:7])[CH:15]=2)[C:20]1([CH3:25])[CH3:24])=[O:4], predict the reactants needed to synthesize it. The reactants are: [Br:1][CH2:2][C:3](Br)=[O:4].[Si:6]([O:13][C:14]1[CH:15]=[C:16]2[C:21](=[CH:22][CH:23]=1)[C:20]([CH3:25])([CH3:24])[NH:19][CH:18]([C:26]([O:28][CH3:29])=[O:27])[CH2:17]2)([C:9]([CH3:12])([CH3:11])[CH3:10])([CH3:8])[CH3:7].CCN(CC)CC. (3) Given the product [Br:1][C:2]1[CH:3]=[CH:4][C:5]([F:9])=[C:6]([O:8][CH2:11][CH2:12][O:13][CH3:14])[CH:7]=1, predict the reactants needed to synthesize it. The reactants are: [Br:1][C:2]1[CH:3]=[CH:4][C:5]([F:9])=[C:6]([OH:8])[CH:7]=1.Br[CH2:11][CH2:12][O:13][CH2:14]CBr.C([O-])([O-])=O.[K+].[K+].C([O-])(O)=O.[Na+]. (4) Given the product [Cl:1][S:2]([C:5]1[CH:6]=[CH:7][C:8]2[O:12][N:11]=[C:10]([C:13]([NH:28][C:29]3[CH:41]=[CH:40][C:39]([C:42]#[N:43])=[CH:38][C:30]=3[C:31]([O:33][C:34]([CH3:37])([CH3:36])[CH3:35])=[O:32])=[O:15])[C:9]=2[CH:16]=1)(=[O:3])=[O:4], predict the reactants needed to synthesize it. The reactants are: [Cl:1][S:2]([C:5]1[CH:6]=[CH:7][C:8]2[O:12][N:11]=[C:10]([C:13]([OH:15])=O)[C:9]=2[CH:16]=1)(=[O:4])=[O:3].CN(C=O)C.C(Cl)(=O)C(Cl)=O.[NH2:28][C:29]1[CH:41]=[CH:40][C:39]([C:42]#[N:43])=[CH:38][C:30]=1[C:31]([O:33][C:34]([CH3:37])([CH3:36])[CH3:35])=[O:32]. (5) The reactants are: [NH:1]1[CH2:6][CH2:5][S:4][CH2:3][CH2:2]1.[CH3:7][O:8][C:9]1[CH:10]=[C:11]([CH:14]=[C:15]([O:17][CH3:18])[CH:16]=1)[CH2:12]Cl. Given the product [CH3:18][O:17][C:15]1[CH:14]=[C:11]([CH2:12][N:1]2[CH2:6][CH2:5][S:4][CH2:3][CH2:2]2)[CH:10]=[C:9]([O:8][CH3:7])[CH:16]=1, predict the reactants needed to synthesize it. (6) Given the product [CH3:1][O:2][CH2:3][C:4]1[CH:5]=[CH:6][C:7]2=[C:28]3[C:29](=[C:34]([NH2:35])[N:10]=[C:8]2[CH:9]=1)[N:30]=[CH:31][CH:32]=[CH:33]3, predict the reactants needed to synthesize it. The reactants are: [CH3:1][O:2][CH2:3][C:4]1[CH:5]=[CH:6][C:7](B2OC(C)(C)C(C)(C)O2)=[C:8]([NH:10]C(=O)OC(C)(C)C)[CH:9]=1.Br[C:28]1[C:29]([C:34]#[N:35])=[N:30][CH:31]=[CH:32][CH:33]=1.C(=O)([O-])[O-].[K+].[K+]. (7) The reactants are: [CH3:1][CH:2]([CH3:21])[CH2:3][N:4]1[C:16]2[C:15]3[CH:14]=[CH:13][CH:12]=[CH:11][C:10]=3[N:9]=[CH:8][C:7]=2[N:6]=[C:5]1[CH2:17][C:18](=[O:20])[CH3:19].[BH4-].[Na+].CO.O. Given the product [CH3:19][CH:18]([OH:20])[CH2:17][C:5]1[N:4]([CH2:3][CH:2]([CH3:21])[CH3:1])[C:16]2[C:15]3[CH:14]=[CH:13][CH:12]=[CH:11][C:10]=3[N:9]=[CH:8][C:7]=2[N:6]=1, predict the reactants needed to synthesize it. (8) Given the product [Cl:41][C:39]1[CH:38]=[C:37]([O:42][CH3:43])[N:36]=[C:35]([C:19]2[CH:18]=[N:17][C:16]([N:13]3[C:14]4[C:10](=[CH:9][CH:8]=[C:7]([C:5]([N:4]([CH2:3][CH2:2][OH:1])[CH3:33])=[O:6])[CH:15]=4)[C:11]4([CH2:32][CH2:31]4)[CH2:12]3)=[N:21][CH:20]=2)[CH:40]=1, predict the reactants needed to synthesize it. The reactants are: [OH:1][CH2:2][CH2:3][N:4]([CH3:33])[C:5]([C:7]1[CH:15]=[C:14]2[C:10]([C:11]3([CH2:32][CH2:31]3)[CH2:12][N:13]2[C:16]2[N:21]=[CH:20][C:19](B3OC(C)(C)C(C)(C)O3)=[CH:18][N:17]=2)=[CH:9][CH:8]=1)=[O:6].Br[C:35]1[CH:40]=[C:39]([Cl:41])[CH:38]=[C:37]([O:42][CH3:43])[N:36]=1.C([O-])([O-])=O.[K+].[K+]. (9) Given the product [OH:3][C:2]1[C:1]([OH:7])=[C:26]([C:27]([O:29][CH2:30][CH3:31])=[O:28])[N:19]([C:16]2[CH:17]=[CH:18][C:13]([O:12][CH3:11])=[CH:14][CH:15]=2)[C:20]=1[C:21]([O:23][CH2:24][CH3:25])=[O:22], predict the reactants needed to synthesize it. The reactants are: [C:1](OCC)(=[O:7])[C:2](OCC)=[O:3].[CH3:11][O:12][C:13]1[CH:18]=[CH:17][C:16]([N:19]([CH2:26][C:27]([O:29][CH2:30][CH3:31])=[O:28])[CH2:20][C:21]([O:23][CH2:24][CH3:25])=[O:22])=[CH:15][CH:14]=1.CC[O-].[Na+].C(O)(=O)C. (10) Given the product [Br:1][C:2]1[C:3]([CH2:8][OH:9])=[N:4][CH:5]=[CH:6][CH:7]=1, predict the reactants needed to synthesize it. The reactants are: [Br:1][C:2]1[C:3]([C:8](OC)=[O:9])=[N:4][CH:5]=[CH:6][CH:7]=1.[BH4-].[Na+].